Dataset: Forward reaction prediction with 1.9M reactions from USPTO patents (1976-2016). Task: Predict the product of the given reaction. (1) The product is: [CH2:1]([O:8][C:9]1[C:22]2[S:21][C:20]3[C:15](=[CH:16][CH:17]=[CH:18][CH:19]=3)[CH2:14][C:13]=2[C:12]([NH:24][CH2:25][C:26]2[CH:31]=[CH:30][C:29]([O:32][CH3:33])=[CH:28][CH:27]=2)=[CH:11][CH:10]=1)[C:2]1[CH:7]=[CH:6][CH:5]=[CH:4][CH:3]=1. Given the reactants [CH2:1]([O:8][C:9]1[C:22]2[S:21][C:20]3[C:15](=[CH:16][CH:17]=[CH:18][CH:19]=3)[C:14](=O)[C:13]=2[C:12]([NH:24][CH2:25][C:26]2[CH:31]=[CH:30][C:29]([O:32][CH3:33])=[CH:28][CH:27]=2)=[CH:11][CH:10]=1)[C:2]1[CH:7]=[CH:6][CH:5]=[CH:4][CH:3]=1.B.C1COCC1, predict the reaction product. (2) Given the reactants [N:1]1([C:5](=[O:25])[CH2:6][C:7]2[CH:12]=[CH:11][C:10]([C:13]3[CH:14]=[C:15]4[C:19](=[CH:20][C:21]=3[Cl:22])[NH:18][CH:17]=[C:16]4[CH:23]=[O:24])=[CH:9][CH:8]=2)[CH2:4][CH2:3][CH2:2]1.CC(=CC)C.Cl([O-])=[O:32].[Na+].O.O.OP([O-])(O)=O.[Na+], predict the reaction product. The product is: [N:1]1([C:5](=[O:25])[CH2:6][C:7]2[CH:12]=[CH:11][C:10]([C:13]3[CH:14]=[C:15]4[C:19](=[CH:20][C:21]=3[Cl:22])[NH:18][CH:17]=[C:16]4[C:23]([OH:32])=[O:24])=[CH:9][CH:8]=2)[CH2:4][CH2:3][CH2:2]1. (3) Given the reactants CN(C=[N:5][S:6]([C:9]1[C:10]([C:15]2[CH:20]=[CH:19][C:18]([CH2:21][N:22]3[C:26]([C:27]4[CH:32]=[CH:31][CH:30]=[CH:29][CH:28]=4)=[C:25]([C:33]4[CH:38]=[CH:37][CH:36]=[CH:35][CH:34]=4)[N:24]=[C:23]3[C:39]3[CH:44]=[CH:43][CH:42]=[CH:41][CH:40]=3)=[CH:17][CH:16]=2)=[CH:11][CH:12]=[CH:13][CH:14]=1)(=[O:8])=[O:7])C, predict the reaction product. The product is: [C:39]1([C:23]2[N:22]([CH2:21][C:18]3[CH:17]=[CH:16][C:15]([C:10]4[C:9]([S:6]([NH2:5])(=[O:8])=[O:7])=[CH:14][CH:13]=[CH:12][CH:11]=4)=[CH:20][CH:19]=3)[C:26]([C:27]3[CH:32]=[CH:31][CH:30]=[CH:29][CH:28]=3)=[C:25]([C:33]3[CH:34]=[CH:35][CH:36]=[CH:37][CH:38]=3)[N:24]=2)[CH:44]=[CH:43][CH:42]=[CH:41][CH:40]=1. (4) Given the reactants [CH:1]1([C:4]2[CH:30]=[CH:29][C:7]([CH2:8][O:9][C:10]3[CH:15]=[CH:14][C:13]([CH:16]4[CH2:19][N:18](C(OC(C)(C)C)=O)[CH2:17]4)=[CH:12][C:11]=3[O:27][CH3:28])=[CH:6][CH:5]=2)[CH2:3][CH2:2]1.[ClH:31].C(OCC)(=O)C, predict the reaction product. The product is: [ClH:31].[CH:1]1([C:4]2[CH:30]=[CH:29][C:7]([CH2:8][O:9][C:10]3[CH:15]=[CH:14][C:13]([CH:16]4[CH2:19][NH:18][CH2:17]4)=[CH:12][C:11]=3[O:27][CH3:28])=[CH:6][CH:5]=2)[CH2:2][CH2:3]1.